This data is from Full USPTO retrosynthesis dataset with 1.9M reactions from patents (1976-2016). The task is: Predict the reactants needed to synthesize the given product. (1) Given the product [CH2:16]([N:9]([C:4]1[CH:5]=[CH:6][C:7]([F:8])=[C:2]([Cl:1])[CH:3]=1)[C@H:10]([C:12]([O:14][CH3:15])=[O:13])[CH3:11])[C:17]1[CH:22]=[CH:21][CH:20]=[CH:19][CH:18]=1, predict the reactants needed to synthesize it. The reactants are: [Cl:1][C:2]1[CH:3]=[C:4]([NH:9][C@H:10]([C:12]([O:14][CH3:15])=[O:13])[CH3:11])[CH:5]=[CH:6][C:7]=1[F:8].[CH2:16](Br)[C:17]1[CH:22]=[CH:21][CH:20]=[CH:19][CH:18]=1.[I-].C([NH3+])(C)(C)C.[H-].[Na+]. (2) Given the product [N:24]([CH2:2][CH2:3][NH:4][C:5](=[O:11])[O:6][C:7]([CH3:10])([CH3:9])[CH3:8])=[N+:25]=[N-:26], predict the reactants needed to synthesize it. The reactants are: O[CH2:2][CH2:3][NH:4][C:5](=[O:11])[O:6][C:7]([CH3:10])([CH3:9])[CH3:8].C(N(CC)CC)C.CS(Cl)(=O)=O.[N-:24]=[N+:25]=[N-:26].[Na+]. (3) Given the product [N:19]1[N:20]([CH:24]2[CH2:29][CH2:28][NH:27][CH2:26][CH2:25]2)[N:21]=[CH:22][CH:23]=1, predict the reactants needed to synthesize it. The reactants are: CS(OC1CCN(C(OC(C)(C)C)=O)CC1)(=O)=O.[N:19]1[N:20]([CH:24]2[CH2:29][CH2:28][N:27](C(OC(C)(C)C)=O)[CH2:26][CH2:25]2)[N:21]=[CH:22][CH:23]=1. (4) Given the product [C:15]1([C@@H:3]2[C@H:2]([CH3:1])[CH2:7][CH2:6][N:5]([C:8]([O:10][C:11]([CH3:12])([CH3:14])[CH3:13])=[O:9])[CH2:4]2)[N:19]2[C:20]3[CH:26]=[CH:25][NH:24][C:21]=3[N:22]=[CH:23][C:18]2=[CH:17][N:16]=1, predict the reactants needed to synthesize it. The reactants are: [CH3:1][C@@H:2]1[CH2:7][CH2:6][N:5]([C:8]([O:10][C:11]([CH3:14])([CH3:13])[CH3:12])=[O:9])[CH2:4][C@@H:3]1[C:15]1[N:19]2[C:20]3[CH:26]=[CH:25][N:24](S(C4C=CC(C)=CC=4)(=O)=O)[C:21]=3[N:22]=[CH:23][C:18]2=[CH:17][N:16]=1.[OH-].[Na+]. (5) Given the product [CH3:8][O:9][CH2:10][O:11][C:12]1[CH:17]=[CH:16][C:15]([C:4](=[O:5])[CH2:3][CH2:2][C:1]([OH:6])=[O:7])=[CH:14][CH:13]=1, predict the reactants needed to synthesize it. The reactants are: [C:1]1(=[O:7])[O:6][C:4](=[O:5])[CH2:3][CH2:2]1.[CH3:8][O:9][CH2:10][O:11][C:12]1[CH:17]=[CH:16][C:15]([Mg]Br)=[CH:14][CH:13]=1.Cl. (6) Given the product [C:1]([CH:3]1[N:8]([CH2:21][CH2:20][O:19][CH2:18][CH2:17][OH:16])[CH2:7][CH2:6][N:5]([C:9]([O:11][C:12]([CH3:15])([CH3:14])[CH3:13])=[O:10])[CH2:4]1)#[N:2], predict the reactants needed to synthesize it. The reactants are: [C:1]([CH:3]1[NH:8][CH2:7][CH2:6][N:5]([C:9]([O:11][C:12]([CH3:15])([CH3:14])[CH3:13])=[O:10])[CH2:4]1)#[N:2].[OH:16][CH2:17][CH2:18][O:19][CH2:20][CH:21]=O.C(O)=O.C([BH3-])#N.[Na+]. (7) Given the product [F:17][C:4]1[CH:3]=[C:2]([C:23]2[CH:24]=[CH:25][C:20]([O:19][CH3:18])=[CH:21][CH:22]=2)[C:10]2[N:9]3[CH2:11][CH2:12][CH2:13][NH:14][C:15](=[O:16])[C:8]3=[CH:7][C:6]=2[CH:5]=1, predict the reactants needed to synthesize it. The reactants are: Br[C:2]1[C:10]2[N:9]3[CH2:11][CH2:12][CH2:13][NH:14][C:15](=[O:16])[C:8]3=[CH:7][C:6]=2[CH:5]=[C:4]([F:17])[CH:3]=1.[CH3:18][O:19][C:20]1[CH:25]=[CH:24][C:23](B(O)O)=[CH:22][CH:21]=1.